From a dataset of Forward reaction prediction with 1.9M reactions from USPTO patents (1976-2016). Predict the product of the given reaction. (1) Given the reactants [C:1]1([S:7]([CH:10]2[CH2:16][C:15]3([C:25]4[CH:30]=[CH:29][CH:28]=[CH:27][CH:26]=4)[N:17]([CH2:18][C:19]4[CH:24]=[CH:23][CH:22]=[CH:21][CH:20]=4)[CH:11]2[CH:12]=[CH:13][C:14]3=[O:31])(=[O:9])=[O:8])[CH:6]=[CH:5][CH:4]=[CH:3][CH:2]=1.C([O-])=O.[NH4+], predict the reaction product. The product is: [C:1]1([S:7]([CH:10]2[CH2:16][C:15]3([C:25]4[CH:26]=[CH:27][CH:28]=[CH:29][CH:30]=4)[N:17]([CH2:18][C:19]4[CH:20]=[CH:21][CH:22]=[CH:23][CH:24]=4)[CH:11]2[CH2:12][CH2:13][C:14]3=[O:31])(=[O:9])=[O:8])[CH:2]=[CH:3][CH:4]=[CH:5][CH:6]=1. (2) Given the reactants [CH3:1][O:2][C:3]1[CH:4]=[C:5]2[C:10](=[CH:11][C:12]=1[N+:13]([O-:15])=[O:14])[CH2:9][NH:8][CH2:7][CH2:6]2.I[CH:17]([CH2:19][CH3:20])[CH3:18].C(=O)([O-])[O-].[K+].[K+], predict the reaction product. The product is: [CH3:1][O:2][C:3]1[CH:4]=[C:5]2[C:10](=[CH:11][C:12]=1[N+:13]([O-:15])=[O:14])[CH2:9][N:8]([CH:17]([CH3:18])[CH2:19][CH3:20])[CH2:7][CH2:6]2. (3) Given the reactants [NH2:1][C:2]([C:4]1[CH:5]=[C:6]2[C:11](=[CH:12][CH:13]=1)[C:10](=[O:14])[N:9]([CH2:15][CH:16]([CH3:18])[CH3:17])[C:8]([CH2:19][NH:20][C:21](=[O:27])[O:22][C:23]([CH3:26])([CH3:25])[CH3:24])=[C:7]2[O:28][CH2:29][CH2:30][CH2:31][CH3:32])=[S:3].Br[CH2:34][C:35](=O)[CH3:36].C([O-])(=O)C.[Na+].O, predict the reaction product. The product is: [C:23]([O:22][C:21](=[O:27])[NH:20][CH2:19][C:8]1[N:9]([CH2:15][CH:16]([CH3:18])[CH3:17])[C:10](=[O:14])[C:11]2[C:6]([C:7]=1[O:28][CH2:29][CH2:30][CH2:31][CH3:32])=[CH:5][C:4]([C:2]1[S:3][CH:34]=[C:35]([CH3:36])[N:1]=1)=[CH:13][CH:12]=2)([CH3:25])([CH3:24])[CH3:26]. (4) Given the reactants [C:1]([N:4]1[C:8]2[CH:9]=[CH:10][CH:11]=[CH:12][C:7]=2[NH:6][C:5]1=[O:13])([CH3:3])=[CH2:2].C1(P(C2C=CC=CC=2)C2C=CC=CC=2)C=CC=CC=1.[CH3:33][N:34]1[C:42]2[C:37](=[CH:38][CH:39]=[CH:40][C:41]=2[CH2:43]O)[CH:36]=[C:35]1[CH3:45].N(C(OC(C)C)=O)=NC(OC(C)C)=O, predict the reaction product. The product is: [CH3:33][N:34]1[C:42]2[C:37](=[CH:38][CH:39]=[CH:40][C:41]=2[CH2:43][N:6]2[C:7]3[CH:12]=[CH:11][CH:10]=[CH:9][C:8]=3[N:4]([C:1]([CH3:3])=[CH2:2])[C:5]2=[O:13])[CH:36]=[C:35]1[CH3:45]. (5) Given the reactants [Cl:1][C:2]1[N:7]=[C:6]([NH2:8])[C:5]([O:9][CH3:10])=[N:4][CH:3]=1.[Cl:11][C:12]1[C:13]([CH3:22])=[C:14]([S:18](Cl)(=[O:20])=[O:19])[CH:15]=[CH:16][CH:17]=1, predict the reaction product. The product is: [Cl:11][C:12]1[C:13]([CH3:22])=[C:14]([S:18]([NH:8][C:6]2[C:5]([O:9][CH3:10])=[N:4][CH:3]=[C:2]([Cl:1])[N:7]=2)(=[O:20])=[O:19])[CH:15]=[CH:16][CH:17]=1. (6) Given the reactants [Br:1][C:2]1[C:3]([CH3:19])=[C:4]([C:9]2[CH:14]=[CH:13][CH:12]=[C:11]([C:15]([F:18])([F:17])[F:16])[CH:10]=2)[C:5]([NH2:8])=[N:6][CH:7]=1.CO[C:22](OC)([N:24](C)C)[CH3:23].N1C=CC=CC=1.NOS(O)(=O)=O, predict the reaction product. The product is: [Br:1][C:2]1[C:3]([CH3:19])=[C:4]([C:9]2[CH:14]=[CH:13][CH:12]=[C:11]([C:15]([F:18])([F:16])[F:17])[CH:10]=2)[C:5]2[N:6]([N:24]=[C:22]([CH3:23])[N:8]=2)[CH:7]=1. (7) Given the reactants CO.[F:3][C:4]1[CH:5]=[C:6]([N+:16]([O-])=O)[CH:7]=[CH:8][C:9]=1[N:10]1[CH2:15][CH2:14][O:13][CH2:12][CH2:11]1, predict the reaction product. The product is: [F:3][C:4]1[CH:5]=[C:6]([CH:7]=[CH:8][C:9]=1[N:10]1[CH2:15][CH2:14][O:13][CH2:12][CH2:11]1)[NH2:16].